From a dataset of Reaction yield outcomes from USPTO patents with 853,638 reactions. Predict the reaction yield, written as a fraction of the theoretical maximum amount of product (1.0 means a 100% yield; for example, 0.34 means a 34% yield). (1) The reactants are [OH:1][C:2]1[CH:7]=[C:6]([CH3:8])[C:5]([C:9]2[CH:14]=[CH:13][CH:12]=[C:11]([CH:15]=[O:16])[CH:10]=2)=[C:4]([CH3:17])[CH:3]=1.[Cl:18]N1C(=O)CCC1=O.O. The catalyst is CN(C)C=O. The product is [Cl:18][C:3]1[C:4]([CH3:17])=[C:5]([C:9]2[CH:14]=[CH:13][CH:12]=[C:11]([CH:15]=[O:16])[CH:10]=2)[C:6]([CH3:8])=[CH:7][C:2]=1[OH:1]. The yield is 0.650. (2) The reactants are OC[C:3]([CH3:19])(C)[CH2:4][CH2:5][CH2:6][C:7](=[O:17])[CH2:8][CH2:9][CH2:10][CH2:11][C:12]([CH3:16])([CH3:15])[CH2:13][OH:14].[N+](C(S(C1C=CC(C)=CC=1)(=O)=O)CCC[CH2:26][C:27](C)([CH3:36])[CH2:28][O:29]C1CCCCO1)#[C-].[H-].[Na+].CO. The catalyst is [I-].C([N+](CCCC)(CCCC)CCCC)CCC.CS(C)=O.Cl. The product is [OH:14][CH2:13][C:12]([CH3:15])([CH3:16])[CH2:11][CH2:10][CH2:9][CH2:8][C:7](=[O:17])[CH2:6][CH2:5][CH2:4][CH2:3][CH2:19][C:27]([CH3:36])([CH3:26])[CH2:28][OH:29]. The yield is 0.480. (3) The reactants are [NH2:1][C@H:2]([C:26]1[CH:31]=[CH:30][CH:29]=[C:28]([F:32])[CH:27]=1)[CH2:3][CH:4]([N:6]1[CH2:11][CH2:10][CH:9]([N:12]2[C:16]3[CH2:17][N:18]([C:21]([O:23][CH3:24])=[O:22])[CH2:19][CH2:20][C:15]=3[N:14]=[C:13]2[CH3:25])[CH2:8][CH2:7]1)[CH3:5].[C:33](O)(=[O:37])[CH2:34][CH2:35][CH3:36]. No catalyst specified. The product is [C:33]([NH:1][C@H:2]([C:26]1[CH:31]=[CH:30][CH:29]=[C:28]([F:32])[CH:27]=1)[CH2:3][CH:4]([N:6]1[CH2:11][CH2:10][CH:9]([N:12]2[C:16]3[CH2:17][N:18]([C:21]([O:23][CH3:24])=[O:22])[CH2:19][CH2:20][C:15]=3[N:14]=[C:13]2[CH3:25])[CH2:8][CH2:7]1)[CH3:5])(=[O:37])[CH2:34][CH2:35][CH3:36]. The yield is 0.820. (4) The reactants are C1C2C(COC([NH:18][C:19]([CH3:84])([C:21]([NH:23][C@H:24]([C:28]([N:30]([C@@H:32]([C@@H:80]([CH3:83])[CH2:81][CH3:82])[C@H:33]([O:78][CH3:79])[CH2:34][C:35]([N:37]3[CH2:41][CH2:40][CH2:39][C@H:38]3[C@@H:42]([C@@H:45]([CH3:77])[C:46](=[O:76])[NH:47][C@@H:48]([CH2:69][C:70]3[CH:75]=[CH:74][CH:73]=[CH:72][CH:71]=3)[C:49](=[O:68])[NH:50][CH2:51][CH2:52][NH:53][C:54](=[O:67])[CH2:55][CH2:56][CH2:57][CH2:58][CH2:59][C@H:60]3[C@@H:64]([CH3:65])[NH:63][C:62](=[O:66])[NH:61]3)[O:43][CH3:44])=[O:36])[CH3:31])=[O:29])[CH:25]([CH3:27])[CH3:26])=[O:22])[CH3:20])=O)C3C(=CC=CC=3)C=2C=CC=1.N1CCCCC1. The catalyst is CN(C=O)C. The product is [CH3:20][C:19]([C:21]([NH:23][C@H:24]([C:28]([N:30]([C@@H:32]([C@@H:80]([CH3:83])[CH2:81][CH3:82])[C@H:33]([O:78][CH3:79])[CH2:34][C:35]([N:37]1[CH2:41][CH2:40][CH2:39][C@H:38]1[C@@H:42]([C@@H:45]([CH3:77])[C:46](=[O:76])[NH:47][C@@H:48]([CH2:69][C:70]1[CH:75]=[CH:74][CH:73]=[CH:72][CH:71]=1)[C:49](=[O:68])[NH:50][CH2:51][CH2:52][NH:53][C:54](=[O:67])[CH2:55][CH2:56][CH2:57][CH2:58][CH2:59][C@H:60]1[C@@H:64]([CH3:65])[NH:63][C:62](=[O:66])[NH:61]1)[O:43][CH3:44])=[O:36])[CH3:31])=[O:29])[CH:25]([CH3:26])[CH3:27])=[O:22])([CH3:84])[NH2:18]. The yield is 0.500. (5) The reactants are CC1(C)COB([C:8]2[CH:31]=[CH:30][C:11]3[C:12]4[N:16]([CH2:17][CH2:18][O:19][C:10]=3[CH:9]=2)[CH:15]=[C:14]([C:20]2[N:21]([CH2:25][C:26]([F:29])([F:28])[F:27])[N:22]=[CH:23][N:24]=2)[N:13]=4)OC1.Cl.N[OH:35].[OH-].[Na+]. The catalyst is O. The product is [F:28][C:26]([F:27])([F:29])[CH2:25][N:21]1[C:20]([C:14]2[N:13]=[C:12]3[C:11]4[CH:30]=[CH:31][C:8]([OH:35])=[CH:9][C:10]=4[O:19][CH2:18][CH2:17][N:16]3[CH:15]=2)=[N:24][CH:23]=[N:22]1. The yield is 0.850. (6) The reactants are [Br:1][C:2]1[CH:7]=[C:6]([CH3:8])[C:5]([CH3:9])=[CH:4][C:3]=1[CH3:10].[Cl-].[Al+3].[Cl-].[Cl-].[CH3:15][O:16]C(Cl)Cl.O. The catalyst is C(Cl)Cl. The product is [Br:1][C:2]1[C:3]([CH3:10])=[C:4]([C:5]([CH3:9])=[C:6]([CH3:8])[CH:7]=1)[CH:15]=[O:16]. The yield is 0.510. (7) The reactants are [CH2:1]([O:8][CH2:9][C@@H:10]([NH:14][C:15](=[O:27])[C:16]([NH:19][C:20]([O:22][C:23]([CH3:26])([CH3:25])[CH3:24])=[O:21])([CH3:18])[CH3:17])[C:11](O)=[O:12])[C:2]1[CH:7]=[CH:6][CH:5]=[CH:4][CH:3]=1.[F:28][C:29]1[CH:34]=[CH:33][C:32]([CH:35]2[C:39]3([CH2:44][CH2:43][CH2:42][NH:41][CH2:40]3)[C:38](=[O:45])[N:37]([CH3:46])[CH2:36]2)=[CH:31][CH:30]=1.C(P1(=O)OP(CCC)(=O)OP(CCC)(=O)O1)CC. The catalyst is CC#N.C(=O)(O)[O-].[Na+].C(Cl)Cl. The product is [CH2:1]([O:8][CH2:9][C@@H:10]([NH:14][C:15](=[O:27])[C:16]([NH:19][C:20](=[O:21])[O:22][C:23]([CH3:24])([CH3:26])[CH3:25])([CH3:18])[CH3:17])[C:11]([N:41]1[CH2:42][CH2:43][CH2:44][C:39]2([C:38](=[O:45])[N:37]([CH3:46])[CH2:36][CH:35]2[C:32]2[CH:33]=[CH:34][C:29]([F:28])=[CH:30][CH:31]=2)[CH2:40]1)=[O:12])[C:2]1[CH:3]=[CH:4][CH:5]=[CH:6][CH:7]=1. The yield is 0.970.